Predict the reaction yield, written as a fraction of the theoretical maximum amount of product (1.0 means a 100% yield; for example, 0.34 means a 34% yield). From a dataset of Reaction yield outcomes from USPTO patents with 853,638 reactions. The reactants are [Br:1][C:2]1[CH:7]=[CH:6][C:5]([CH:8]2[CH2:10][O:9]2)=[CH:4][C:3]=1[F:11].O1CCCC1.[CH2:17]([CH2:19][NH2:20])[OH:18]. The catalyst is [Cl-].[Na+].O. The product is [Br:1][C:2]1[CH:7]=[CH:6][C:5]([CH:8]([OH:9])[CH2:10][NH:20][CH2:19][CH2:17][OH:18])=[CH:4][C:3]=1[F:11]. The yield is 0.920.